Predict the reactants needed to synthesize the given product. From a dataset of Full USPTO retrosynthesis dataset with 1.9M reactions from patents (1976-2016). (1) The reactants are: [CH3:1][CH:2]([CH3:17])[CH2:3][CH2:4][S:5][C:6]1[CH:11]=[CH:10][CH:9]=[CH:8][C:7]=1/[CH:12]=[CH:13]/[C:14]([OH:16])=O.[NH:18]1[CH2:23][CH2:22][CH:21]([OH:24])[CH2:20][CH2:19]1. Given the product [CH3:17][CH:2]([CH3:1])[CH2:3][CH2:4][S:5][C:6]1[CH:11]=[CH:10][CH:9]=[CH:8][C:7]=1/[CH:12]=[CH:13]/[C:14]([N:18]1[CH2:23][CH2:22][CH:21]([OH:24])[CH2:20][CH2:19]1)=[O:16], predict the reactants needed to synthesize it. (2) Given the product [Br:16][CH2:17][CH2:18][CH2:19][O:1][C:2]1[CH:3]=[C:4]2[C:8](=[CH:9][CH:10]=1)[N:7]([CH2:11][C:12]([O:14][CH3:15])=[O:13])[CH:6]=[CH:5]2, predict the reactants needed to synthesize it. The reactants are: [OH:1][C:2]1[CH:3]=[C:4]2[C:8](=[CH:9][CH:10]=1)[N:7]([CH2:11][C:12]([O:14][CH3:15])=[O:13])[CH:6]=[CH:5]2.[Br:16][CH2:17][CH2:18][CH2:19]Br.C([O-])([O-])=O.[Cs+].[Cs+].